From a dataset of CYP2D6 inhibition data for predicting drug metabolism from PubChem BioAssay. Regression/Classification. Given a drug SMILES string, predict its absorption, distribution, metabolism, or excretion properties. Task type varies by dataset: regression for continuous measurements (e.g., permeability, clearance, half-life) or binary classification for categorical outcomes (e.g., BBB penetration, CYP inhibition). Dataset: cyp2d6_veith. (1) The compound is Cc1nc2cnc(N(C)C)nc2n(-c2ccccc2)c1=O. The result is 0 (non-inhibitor). (2) The compound is COCCn1c(=O)cnc2cnc(Nc3ccccc3)nc21. The result is 0 (non-inhibitor). (3) The molecule is COc1ccc(C2CC(=O)c3cnc(Nc4cc(C)cc(C)c4)nc3C2)cc1. The result is 0 (non-inhibitor). (4) The compound is CC(=O)Nc1ccc(NC(=O)CC2Nc3cccc4cccc(c34)NC2=O)cc1. The result is 0 (non-inhibitor). (5) The drug is CC(C)(C)S(=O)(=O)c1cnc2c(-c3ccc(F)cc3)cnn2c1N. The result is 0 (non-inhibitor).